From a dataset of Full USPTO retrosynthesis dataset with 1.9M reactions from patents (1976-2016). Predict the reactants needed to synthesize the given product. (1) Given the product [Cl:1][C:2]1[CH:7]=[CH:6][C:5]([C:8]2[S:16][C:15]3[C:14](=[O:17])[N:13]([C:18]4[CH:32]=[CH:31][C:21]([O:22][CH2:23][C:24]([OH:26])=[O:25])=[C:20]([O:33][CH3:34])[CH:19]=4)[CH:12]=[N:11][C:10]=3[CH:9]=2)=[CH:4][CH:3]=1, predict the reactants needed to synthesize it. The reactants are: [Cl:1][C:2]1[CH:7]=[CH:6][C:5]([C:8]2[S:16][C:15]3[C:14](=[O:17])[N:13]([C:18]4[CH:32]=[CH:31][C:21]([O:22][CH2:23][C:24]([O:26]C(C)(C)C)=[O:25])=[C:20]([O:33][CH3:34])[CH:19]=4)[CH:12]=[N:11][C:10]=3[CH:9]=2)=[CH:4][CH:3]=1.C(O)(C(F)(F)F)=O.C(Cl)Cl. (2) Given the product [CH3:1][C@H:2]([CH2:7][C@H:6]([CH3:8])[CH2:5][OH:9])[CH2:3][OH:4], predict the reactants needed to synthesize it. The reactants are: [CH3:1][C@@H:2]1[CH2:7][C@H:6]([CH3:8])[C:5](=[O:9])[O:4][C:3]1=O.[H-].[Al+3].[Li+].[H-].[H-].[H-].O.[OH-].[Na+]. (3) Given the product [C:21]([C:5]1[CH:4]=[C:3]([O:2][CH3:1])[CH:12]=[CH:11][C:6]=1[C:7]([O:9][CH3:10])=[O:8])#[C:22][CH2:23][CH2:24][CH2:25][CH2:26][CH3:27], predict the reactants needed to synthesize it. The reactants are: [CH3:1][O:2][C:3]1[CH:12]=[CH:11][C:6]([C:7]([O:9][CH3:10])=[O:8])=[C:5](OS(C(F)(F)F)(=O)=O)[CH:4]=1.[CH:21]#[C:22][CH2:23][CH2:24][CH2:25][CH2:26][CH3:27]. (4) Given the product [Cl:14][C:3]1[CH:4]=[C:5]([NH:8][C:9]([NH:11][CH2:12][CH3:13])=[O:10])[N:6]=[CH:7][C:2]=1[C:23]1[CH:24]=[N:25][CH:26]=[C:27]([C:28]([O:30][CH2:31][CH3:32])=[O:29])[CH:33]=1, predict the reactants needed to synthesize it. The reactants are: Br[C:2]1[C:3]([Cl:14])=[CH:4][C:5]([NH:8][C:9]([NH:11][CH2:12][CH3:13])=[O:10])=[N:6][CH:7]=1.CC1(C)C(C)(C)OB([C:23]2[CH:24]=[N:25][CH:26]=[C:27]([CH:33]=2)[C:28]([O:30][CH2:31][CH3:32])=[O:29])O1.C(=O)([O-])[O-].[Cs+].[Cs+]. (5) The reactants are: [F:1][C:2]1([F:16])[C:7](=[O:8])[NH:6][C:5]2[CH:9]=[CH:10][C:11]([N+:13]([O-:15])=[O:14])=[CH:12][C:4]=2[O:3]1.[C:17]([O-])([O-])=O.[K+].[K+].O. Given the product [F:16][C:2]1([F:1])[C:7](=[O:8])[N:6]([CH3:17])[C:5]2[CH:9]=[CH:10][C:11]([N+:13]([O-:15])=[O:14])=[CH:12][C:4]=2[O:3]1, predict the reactants needed to synthesize it. (6) Given the product [CH3:13][O:12][C:9]1[CH:10]=[C:11]2[C:6](=[CH:7][C:8]=1[O:14][CH2:15][CH:16]1[CH2:21][CH2:20][N:19]([CH2:22][CH2:23][S:24]([CH3:27])(=[O:26])=[O:25])[CH2:18][CH2:17]1)[N:5]=[CH:4][N:3]=[C:2]2[O:28][C:29]1[CH:30]=[C:31]2[C:35](=[CH:36][CH:37]=1)[NH:34][C:33]([CH3:38])=[CH:32]2, predict the reactants needed to synthesize it. The reactants are: Cl[C:2]1[C:11]2[C:6](=[CH:7][C:8]([O:14][CH2:15][CH:16]3[CH2:21][CH2:20][N:19]([CH2:22][CH2:23][S:24]([CH3:27])(=[O:26])=[O:25])[CH2:18][CH2:17]3)=[C:9]([O:12][CH3:13])[CH:10]=2)[N:5]=[CH:4][N:3]=1.[OH:28][C:29]1[CH:30]=[C:31]2[C:35](=[CH:36][CH:37]=1)[NH:34][C:33]([CH3:38])=[CH:32]2.C(=O)([O-])[O-].[K+].[K+]. (7) Given the product [CH3:54][C:55]1([CH3:64])[CH2:60][N:59]([C:48]([C:44]2[N:45]=[CH:46][N:47]=[C:42]([N:39]3[CH2:40][CH2:41][CH:36]([N:32]4[CH2:31][CH2:30][C:29]5[CH:51]=[C:25]([O:24][CH3:23])[CH:26]=[CH:27][C:28]=5[NH:34][C:33]4=[O:35])[CH2:37][CH2:38]3)[CH:43]=2)=[O:50])[CH2:58][C:57]2[CH:61]=[N:62][NH:63][C:56]1=2, predict the reactants needed to synthesize it. The reactants are: CN(C(ON1N=NC2C=CC=CC1=2)=[N+](C)C)C.[B-](F)(F)(F)F.[CH3:23][O:24][C:25]1[CH:26]=[CH:27][C:28]2[NH:34][C:33](=[O:35])[N:32]([CH:36]3[CH2:41][CH2:40][N:39]([C:42]4[N:47]=[CH:46][N:45]=[C:44]([C:48]([OH:50])=O)[CH:43]=4)[CH2:38][CH2:37]3)[CH2:31][CH2:30][C:29]=2[CH:51]=1.Cl.Cl.[CH3:54][C:55]1([CH3:64])[CH2:60][NH:59][CH2:58][C:57]2[CH:61]=[N:62][NH:63][C:56]1=2.C(N(CC)CC)C. (8) Given the product [CH2:1]([O:8][C:9]1[CH:10]=[C:11]2[C:16](=[CH:17][CH:18]=1)[C:15](=[O:19])[N:14]([CH2:20][CH:21]1[CH2:23][CH2:22]1)[C:13]([CH2:24][OH:25])=[C:12]2[O:27][CH2:28][CH2:29][CH2:30][CH3:31])[C:2]1[CH:3]=[CH:4][CH:5]=[CH:6][CH:7]=1, predict the reactants needed to synthesize it. The reactants are: [CH2:1]([O:8][C:9]1[CH:10]=[C:11]2[C:16](=[CH:17][CH:18]=1)[C:15](=[O:19])[N:14]([CH2:20][CH:21]1[CH2:23][CH2:22]1)[C:13]([C:24](O)=[O:25])=[C:12]2[O:27][CH2:28][CH2:29][CH2:30][CH3:31])[C:2]1[CH:7]=[CH:6][CH:5]=[CH:4][CH:3]=1.C(Cl)(=O)C(Cl)=O.[BH4-].[Na+].Cl. (9) Given the product [NH2:18][C:14]1[CH:13]=[CH:12][CH:11]=[C:10]2[C:15]=1[CH:16]=[CH:17][N:8]([C:7]1[C:2]([F:1])=[N:3][CH:4]=[CH:5][CH:6]=1)[C:9]2=[O:21], predict the reactants needed to synthesize it. The reactants are: [F:1][C:2]1[C:7]([N:8]2[CH:17]=[CH:16][C:15]3[C:10](=[CH:11][CH:12]=[CH:13][C:14]=3[N+:18]([O-])=O)[C:9]2=[O:21])=[CH:6][CH:5]=[CH:4][N:3]=1.CO.